Dataset: Rat liver microsome stability data. Task: Regression/Classification. Given a drug SMILES string, predict its absorption, distribution, metabolism, or excretion properties. Task type varies by dataset: regression for continuous measurements (e.g., permeability, clearance, half-life) or binary classification for categorical outcomes (e.g., BBB penetration, CYP inhibition). Dataset: rlm. The result is 1 (stable in rat liver microsomes). The drug is O=C(NCc1ccccc1)c1ccccc1C(=O)N1CCCCC1.